The task is: Regression. Given two drug SMILES strings and cell line genomic features, predict the synergy score measuring deviation from expected non-interaction effect.. This data is from Merck oncology drug combination screen with 23,052 pairs across 39 cell lines. (1) Drug 1: N.N.O=C(O)C1(C(=O)O)CCC1.[Pt]. Drug 2: CNC(=O)c1cc(Oc2ccc(NC(=O)Nc3ccc(Cl)c(C(F)(F)F)c3)cc2)ccn1. Cell line: RKO. Synergy scores: synergy=-4.73. (2) Drug 1: COC12C(COC(N)=O)C3=C(C(=O)C(C)=C(N)C3=O)N1CC1NC12. Drug 2: CCN(CC)CCNC(=O)c1c(C)[nH]c(C=C2C(=O)Nc3ccc(F)cc32)c1C. Cell line: RKO. Synergy scores: synergy=-5.90. (3) Drug 1: COc1cccc2c1C(=O)c1c(O)c3c(c(O)c1C2=O)CC(O)(C(=O)CO)CC3OC1CC(N)C(O)C(C)O1. Drug 2: CC(C)CC(NC(=O)C(Cc1ccccc1)NC(=O)c1cnccn1)B(O)O. Cell line: COLO320DM. Synergy scores: synergy=-25.2.